This data is from Catalyst prediction with 721,799 reactions and 888 catalyst types from USPTO. The task is: Predict which catalyst facilitates the given reaction. (1) Reactant: Br[C:2]1[CH:10]=[CH:9][CH:8]=[C:7]2[C:3]=1[CH:4]=[C:5](Cl)[NH:6]2.[CH3:12][C:13]1[S:14][CH:15]=[C:16]([C:18]([NH:20][C:21]2[C:22]3[C:26]([CH:27]=[C:28](B4OC(C)(C)CC(C)(C)O4)[CH:29]=2)=[N:25][N:24](C2CCCCO2)[CH:23]=3)=[O:19])[N:17]=1.C(=O)([O-])[O-:47].[Na+].[Na+].O1CCOCC1. The catalyst class is: 263. Product: [CH3:12][C:13]1[S:14][CH:15]=[C:16]([C:18]([NH:20][C:21]2[CH:29]=[C:28]([C:2]3[CH:10]=[CH:9][CH:8]=[C:7]4[C:3]=3[CH2:4][C:5](=[O:47])[NH:6]4)[CH:27]=[C:26]3[C:22]=2[CH:23]=[N:24][NH:25]3)=[O:19])[N:17]=1. (2) Reactant: [NH2:1][C:2]1[N:6]([C:7]2[CH:12]=[CH:11][C:10]([CH2:13][OH:14])=[CH:9][CH:8]=2)[N:5]=[C:4]([C:15]([CH3:18])([CH3:17])[CH3:16])[CH:3]=1.N1C=CN=C1.[CH3:24][C:25]([Si:28](Cl)([CH3:30])[CH3:29])([CH3:27])[CH3:26]. Product: [C:15]([C:4]1[CH:3]=[C:2]([NH2:1])[N:6]([C:7]2[CH:12]=[CH:11][C:10]([CH2:13][O:14][Si:28]([C:25]([CH3:27])([CH3:26])[CH3:24])([CH3:30])[CH3:29])=[CH:9][CH:8]=2)[N:5]=1)([CH3:18])([CH3:17])[CH3:16]. The catalyst class is: 18. (3) Reactant: Br[C:2]1[C:3]([O:12][CH3:13])=[C:4]([CH:7]=[CH:8][C:9]=1[O:10][CH3:11])[CH:5]=[O:6].[CH:14]1(B(O)O)[CH2:16][CH2:15]1.F[B-](F)(F)F.C1([PH+](C2CCCCC2)C2CCCCC2)CCCCC1.[O-]P([O-])([O-])=O.[K+].[K+].[K+]. Product: [CH:14]1([C:2]2[C:3]([O:12][CH3:13])=[C:4]([CH:7]=[CH:8][C:9]=2[O:10][CH3:11])[CH:5]=[O:6])[CH2:16][CH2:15]1. The catalyst class is: 874. (4) Reactant: N1C=CC=CC=1.[C:7]([O:11][CH:12]([C:17]1[C:18]([CH:36]([CH3:38])[CH3:37])=[N:19][C:20]2[C:21]([CH3:35])([CH3:34])[CH2:22][NH:23][CH2:24][C:25]=2[C:26]=1[C:27]1[CH:32]=[CH:31][C:30]([F:33])=[CH:29][CH:28]=1)[C:13]([O:15][CH3:16])=[O:14])([CH3:10])([CH3:9])[CH3:8].[C:39]1([C:48]2[CH:53]=[CH:52][CH:51]=[CH:50][CH:49]=2)[CH:44]=[CH:43][C:42](B(O)O)=[CH:41][CH:40]=1. Product: [C:39]1([C:48]2[CH:49]=[CH:50][CH:51]=[CH:52][CH:53]=2)[CH:44]=[CH:43][C:42]([N:23]2[CH2:22][C:21]([CH3:35])([CH3:34])[C:20]3[N:19]=[C:18]([CH:36]([CH3:38])[CH3:37])[C:17]([CH:12]([O:11][C:7]([CH3:10])([CH3:9])[CH3:8])[C:13]([O:15][CH3:16])=[O:14])=[C:26]([C:27]4[CH:32]=[CH:31][C:30]([F:33])=[CH:29][CH:28]=4)[C:25]=3[CH2:24]2)=[CH:41][CH:40]=1. The catalyst class is: 749. (5) Reactant: [Si]([O:8][C:9]1[CH:14]=[C:13]([O:15][Si](C(C)(C)C)(C)C)[CH:12]=[CH:11][C:10]=1[C@H:23]1[CH2:28][CH2:27][C@H:26]([NH:29][C:30](=[O:32])[CH3:31])[CH2:25][CH2:24]1)(C(C)(C)C)(C)C.[F-].C([N+](CCCC)(CCCC)CCCC)CCC.C(=O)(O)[O-].[Na+]. Product: [OH:8][C:9]1[CH:14]=[C:13]([OH:15])[CH:12]=[CH:11][C:10]=1[C@H:23]1[CH2:24][CH2:25][C@H:26]([NH:29][C:30](=[O:32])[CH3:31])[CH2:27][CH2:28]1. The catalyst class is: 7.